From a dataset of Forward reaction prediction with 1.9M reactions from USPTO patents (1976-2016). Predict the product of the given reaction. (1) The product is: [I:1][C:2]1[C:6]2=[N:7][CH:8]=[CH:9][C:10]([CH3:11])=[C:5]2[N:4]([C:17]([O:16][C:12]([CH3:15])([CH3:14])[CH3:13])=[O:18])[CH:3]=1. Given the reactants [I:1][C:2]1[C:6]2=[N:7][CH:8]=[CH:9][C:10]([CH3:11])=[C:5]2[NH:4][CH:3]=1.[C:12]([O:16][C:17](O[C:17]([O:16][C:12]([CH3:15])([CH3:14])[CH3:13])=[O:18])=[O:18])([CH3:15])([CH3:14])[CH3:13], predict the reaction product. (2) Given the reactants [F:1][C:2]1[CH:7]=[CH:6][C:5]([CH2:8][C:9]2[CH:18]=[C:17]3[C:12]([C:13]([OH:29])=[C:14]([C:24](OCC)=[O:25])[C:15](=[O:23])[N:16]3[CH2:19][CH2:20][CH2:21][OH:22])=[N:11][CH:10]=2)=[CH:4][CH:3]=1.[NH2:30][CH2:31][CH:32]([OH:34])[CH3:33], predict the reaction product. The product is: [F:1][C:2]1[CH:3]=[CH:4][C:5]([CH2:8][C:9]2[CH:18]=[C:17]3[C:12]([C:13]([OH:29])=[C:14]([C:24]([NH:30][CH2:31][CH:32]([OH:34])[CH3:33])=[O:25])[C:15](=[O:23])[N:16]3[CH2:19][CH2:20][CH2:21][OH:22])=[N:11][CH:10]=2)=[CH:6][CH:7]=1. (3) Given the reactants [Br:1][C:2]1[CH:3]=[C:4]2[C:9](=[N:10][CH:11]=1)[NH:8][C:7](=[O:12])[CH:6]=[CH:5]2.[H-].[Na+].[CH3:15][Si:16]([CH2:19][CH2:20][O:21][CH2:22]Cl)([CH3:18])[CH3:17], predict the reaction product. The product is: [Br:1][C:2]1[CH:3]=[C:4]2[C:9](=[N:10][CH:11]=1)[N:8]([CH2:22][O:21][CH2:20][CH2:19][Si:16]([CH3:18])([CH3:17])[CH3:15])[C:7](=[O:12])[CH:6]=[CH:5]2. (4) Given the reactants [ClH:1].[CH2:2]([N:9]([CH2:16][CH:17]1[CH2:20][CH2:19][N:18]1C(OC(C)(C)C)=O)[CH:10]([CH3:15])[C:11]([O:13][CH3:14])=[O:12])[C:3]1[CH:8]=[CH:7][CH:6]=[CH:5][CH:4]=1, predict the reaction product. The product is: [ClH:1].[NH:18]1[CH2:19][CH2:20][CH:17]1[CH2:16][N:9]([CH2:2][C:3]1[CH:8]=[CH:7][CH:6]=[CH:5][CH:4]=1)[C@H:10]([C:11]([O:13][CH3:14])=[O:12])[CH3:15]. (5) Given the reactants [Br:1][C:2]1[CH:3]=[C:4]([C:8]2[NH:12][N:11]([CH2:13][CH2:14][OH:15])[C:10](=[O:16])[CH:9]=2)[CH:5]=[CH:6][CH:7]=1.[F:17][C:18]([F:27])([F:26])[C:19]1[CH:24]=[CH:23][C:22](F)=[CH:21][CH:20]=1.C([O-])([O-])=O.[K+].[K+], predict the reaction product. The product is: [Br:1][C:2]1[CH:3]=[C:4]([C:8]2[CH:9]=[C:10]([O:16][C:22]3[CH:23]=[CH:24][C:19]([C:18]([F:27])([F:26])[F:17])=[CH:20][CH:21]=3)[N:11]([CH2:13][CH2:14][OH:15])[N:12]=2)[CH:5]=[CH:6][CH:7]=1. (6) Given the reactants [H-].[Al+3].[Li+].[H-].[H-].[H-].C[O:8][C:9](=O)[C:10]1[CH:15]=[CH:14][C:13]([C:16]2[CH:21]=[CH:20][C:19]([C:22]([F:25])([F:24])[F:23])=[CH:18][C:17]=2[F:26])=[N:12][C:11]=1[CH3:27].Cl, predict the reaction product. The product is: [F:26][C:17]1[CH:18]=[C:19]([C:22]([F:25])([F:24])[F:23])[CH:20]=[CH:21][C:16]=1[C:13]1[N:12]=[C:11]([CH3:27])[C:10]([CH2:9][OH:8])=[CH:15][CH:14]=1. (7) Given the reactants C([NH:8][C:9]1[C:18]([F:19])=[CH:17][C:12]([C:13]([O:15][CH3:16])=[O:14])=[C:11]([Br:20])[CH:10]=1)C1C=CC=CC=1.[H][H], predict the reaction product. The product is: [NH2:8][C:9]1[C:18]([F:19])=[CH:17][C:12]([C:13]([O:15][CH3:16])=[O:14])=[C:11]([Br:20])[CH:10]=1.